From a dataset of Full USPTO retrosynthesis dataset with 1.9M reactions from patents (1976-2016). Predict the reactants needed to synthesize the given product. (1) Given the product [OH:32][C@H:29]1[CH2:30][CH2:15][C@H:13]([NH:28][S:25]([C:19]2[CH:24]=[CH:23][C:22]([B:10]3[O:11][C:12]([CH3:17])([CH3:18])[C:13]([CH3:15])([CH3:16])[O:14]3)=[CH:21][CH:20]=2)(=[O:27])=[O:26])[CH2:12][CH2:17]1, predict the reactants needed to synthesize it. The reactants are: [B:10]1([B:10]2[O:14][C:13]([CH3:16])([CH3:15])[C:12]([CH3:18])([CH3:17])[O:11]2)[O:14][C:13]([CH3:16])([CH3:15])[C:12]([CH3:18])([CH3:17])[O:11]1.[C:19]1([S:25]([NH2:28])(=[O:27])=[O:26])[CH:24]=[CH:23][CH:22]=[CH:21][CH:20]=1.[C:29]([O-:32])(=O)[CH3:30].[K+]. (2) Given the product [F:19][CH:17]([F:18])[O:16][C:15]1[N:11]([C:8]2[CH:7]=[CH:6][C:5]([CH2:4][OH:3])=[CH:10][CH:9]=2)[N:12]=[C:13]([C:20]([F:23])([F:22])[F:21])[CH:14]=1, predict the reactants needed to synthesize it. The reactants are: C([O:3][C:4](=O)[C:5]1[CH:10]=[CH:9][C:8]([N:11]2[C:15]([O:16][CH:17]([F:19])[F:18])=[CH:14][C:13]([C:20]([F:23])([F:22])[F:21])=[N:12]2)=[CH:7][CH:6]=1)C.CC(C[AlH]CC(C)C)C.